This data is from Forward reaction prediction with 1.9M reactions from USPTO patents (1976-2016). The task is: Predict the product of the given reaction. Given the reactants C([NH:5][S:6]([CH:9]([C:11]1[CH:16]=[CH:15][CH:14]=[CH:13][CH:12]=1)[CH3:10])(=[O:8])=[O:7])(C)(C)C, predict the reaction product. The product is: [C:11]1([CH:9]([S:6]([NH2:5])(=[O:7])=[O:8])[CH3:10])[CH:12]=[CH:13][CH:14]=[CH:15][CH:16]=1.